Dataset: Experimentally validated miRNA-target interactions with 360,000+ pairs, plus equal number of negative samples. Task: Binary Classification. Given a miRNA mature sequence and a target amino acid sequence, predict their likelihood of interaction. (1) The miRNA is hsa-miR-335-3p with sequence UUUUUCAUUAUUGCUCCUGACC. The protein sequence of the target gene is MPPQQGDPAFPDRCEAPPVPPRRERGGRGGRGPGEPGGRGRAGGAEGRGVKCVLVGDGAVGKTSLVVSYTTNGYPTEYIPTAFDNFSAVVSVDGRPVRLQLCDTAGQDEFDKLRPLCYTNTDIFLLCFSVVSPSSFQNVSEKWVPEIRCHCPKAPIILVGTQSDLREDVKVLIELDKCKEKPVPEEAAKLCAEEIKAASYIECSALTQKNLKEVFDAAIVAGIQYSDTQQQPKKSKSRTPDKMKNLSKSWWKKYCCFV. Result: 0 (no interaction). (2) The miRNA is hsa-miR-3065-5p with sequence UCAACAAAAUCACUGAUGCUGGA. The protein sequence of the target gene is MGEWAFLGSLLDAVQLQSPLVGRLWLVVMLIFRILVLATVGGAVFEDEQEEFVCNTLQPGCRQTCYDRAFPVSHYRFWLFHILLLSAPPVLFVVYSMHRAGKEAGGAEAAAQCAPGLPEAQCAPCALRARRARRCYLLSVALRLLAELTFLGGQALLYGFRVAPHFACAGPPCPHTVDCFVSRPTEKTVFVLFYFAVGLLSALLSVAELGHLLWKGRPRAGERDNRCNRAHEEAQKLLPPPPPPPPPPALPSRRPGPEPCAPPAYAHPAPASLRECGSGRGKASPATGRRDLAI. Result: 1 (interaction). (3) Result: 1 (interaction). The protein sequence of the target gene is MAANMYRVGDYVYFENSSSNPYLVRRIEELNKTANGNVEAKVVCLFRRRDISSSLNSLADSNAREFEEESKQPGVSEQQRHQLKHRELFLSRQFESLPATHIRGKCSVTLLNETDILSQYLEKEDCFFYSLVFDPVQKTLLADQGEIRVGCKYQAEIPDRLVEGESDNRNQQKMEMKVWDPDNPLTDRQIDQFLVVARAVGTFARALDCSSSIRQPSLHMSAAAASRDITLFHAMDTLQRNGYDLAKAMSTLVPQGGPVLCRDEMEEWSASEAMLFEEALEKYGKDFNDIRQDFLPWKSL.... The miRNA is hsa-miR-559 with sequence UAAAGUAAAUAUGCACCAAAA. (4) The miRNA is hsa-miR-4420 with sequence GUCACUGAUGUCUGUAGCUGAG. The protein sequence of the target gene is MLRVVSWNINGIRRPLQGVANQEPSNCAAVAVGRILDELDADIVCLQETKVTRDALTEPLAIVEGYNSYFSFSRNRSGYSGVATFCKDNATPVAAEEGLSGLFATQNGDVGCYGNMDEFTQEELRALDSEGRALLTQHKIRTWEGKEKTLTLINVYCPHADPGRPERLVFKMRFYRLLQIRAEALLAAGSHVIILGDLNTAHRPIDHWDAVNLECFEEDPGRKWMDSLLSNLGCQSASHVGPFIDSYRCFQPKQEGAFTCWSAVTGARHLNYGSRLDYVLGDRTLVIDTFQASFLLPEVM.... Result: 0 (no interaction). (5) The miRNA is mmu-miR-339-5p with sequence UCCCUGUCCUCCAGGAGCUCACG. The protein sequence of the target gene is MSPESKKLFNIVILGVAFMFMFTAFQTCGNVAQTVIRSLNSTDFHGSGYTSLAIIYGVFSASNLITPSVVAIVGPQISMFVSGLFYSMYIAVFIQPFPWSFYTASVFIGIAAAVLWTAQGNCLTINSDEHTIGRNSGIFWALLQSSLFFGNLYIYFAWQGKTQISEHDRRTVFIALTVISLVGTVLFFLIRKPDPENVLGEEESCDDQDMEATESAQNNVTKAVDAFKKSLRLCVTREMLLLSVTTAYTGLELTFFSGVYGTCIGAVNKFGTEEKSLIGLSGIFIGIGEILGGSLFGLLS.... Result: 1 (interaction). (6) The miRNA is hsa-miR-4438 with sequence CACAGGCUUAGAAAAGACAGU. The protein sequence of the target gene is MEAEGCRYQFRVALLGDAAVGKTSLLRSYVAGAPGAPEPEPEPEPTVGAECYRRALQLRAGPRVKLQLWDTAGHERFRCITRSFYRNVVGVLLVFDVTNRKSFEHIQDWHQEVMATQGPDKVIFLLVGHKSDLQSTRCVSAQEAEELAASLGMAFVETSVKNNCNVDLAFDTLADAIQQALQQGDIKLEEGWGGVRLIHKTQIPRSPSRKQHSGPCQC. Result: 1 (interaction).